Task: Predict the reaction yield, written as a fraction of the theoretical maximum amount of product (1.0 means a 100% yield; for example, 0.34 means a 34% yield).. Dataset: Reaction yield outcomes from USPTO patents with 853,638 reactions (1) The reactants are [Cl:1][C:2]1[C:10]([C:11]2([C:14]#[N:15])[CH2:13][CH2:12]2)=[CH:9][CH:8]=[CH:7][C:3]=1[C:4]([OH:6])=O.C(Cl)(=O)C(Cl)=O.CN(C)C=O.[NH2:27][C:28]1[CH:29]=[C:30]([CH:49]=[CH:50][CH:51]=1)[O:31][C:32]1[CH:46]=[CH:45][C:35]2[N:36]=[C:37]([NH:39][C:40]([CH:42]3[CH2:44][CH2:43]3)=[O:41])[S:38][C:34]=2[C:33]=1[C:47]#[N:48]. The catalyst is O1CCCC1.C(OCC)(=O)C. The product is [Cl:1][C:2]1[C:10]([C:11]2([C:14]#[N:15])[CH2:13][CH2:12]2)=[CH:9][CH:8]=[CH:7][C:3]=1[C:4]([NH:27][C:28]1[CH:51]=[CH:50][CH:49]=[C:30]([O:31][C:32]2[CH:46]=[CH:45][C:35]3[N:36]=[C:37]([NH:39][C:40]([CH:42]4[CH2:44][CH2:43]4)=[O:41])[S:38][C:34]=3[C:33]=2[C:47]#[N:48])[CH:29]=1)=[O:6]. The yield is 0.720. (2) The reactants are [NH2:1][CH2:2][C:3]([N:5]1[CH2:9][C@H:8]([NH:10][C:11](=[O:18])[C:12]2[CH:17]=[CH:16][CH:15]=[CH:14][CH:13]=2)[CH2:7][C@H:6]1[C:19]([OH:21])=[O:20])=[O:4].C(N(CC)CC)C.[F:29][C:30]([F:41])([F:40])[C:31](O[C:31](=[O:32])[C:30]([F:41])([F:40])[F:29])=[O:32]. The catalyst is CC(C)=O. The product is [C:11]([NH:10][C@H:8]1[CH2:9][N:5]([C:3](=[O:4])[CH2:2][NH:1][C:31](=[O:32])[C:30]([F:41])([F:40])[F:29])[C@H:6]([C:19]([OH:21])=[O:20])[CH2:7]1)(=[O:18])[C:12]1[CH:13]=[CH:14][CH:15]=[CH:16][CH:17]=1. The yield is 0.180. (3) The product is [Br:1][C:2]1[CH:10]=[CH:9][C:5]([C:6]([O:14][C:12]([CH3:15])([CH3:13])[CH3:11])=[O:7])=[CH:4][CH:3]=1. The yield is 0.950. The catalyst is C1COCC1.C(OCC)C. The reactants are [Br:1][C:2]1[CH:10]=[CH:9][C:5]([C:6](Cl)=[O:7])=[CH:4][CH:3]=1.[CH3:11][C:12]([CH3:15])([O-:14])[CH3:13].[K+]. (4) The reactants are [Cl:1][CH2:2][CH2:3][O:4][C:5]1[CH:12]=[CH:11][C:8]([CH2:9]O)=[CH:7][CH:6]=1.S(Br)([Br:15])=O. The catalyst is O1CCOCC1.CCOCC. The product is [Cl:1][CH2:2][CH2:3][O:4][C:5]1[CH:12]=[CH:11][C:8]([CH2:9][Br:15])=[CH:7][CH:6]=1. The yield is 0.580. (5) The reactants are [CH3:1][N:2]([CH3:16])[CH2:3][CH2:4][C:5]1[C:13]2[C:8](=[CH:9][CH:10]=[C:11]([CH:14]=O)[CH:12]=2)[NH:7][CH:6]=1.[CH3:17]C(C)([O-])C.[K+]. The catalyst is C1COCC1.[Br-].C[P+](C1C=CC=CC=1)(C1C=CC=CC=1)C1C=CC=CC=1. The product is [CH3:1][N:2]([CH3:16])[CH2:3][CH2:4][C:5]1[C:13]2[C:8](=[CH:9][CH:10]=[C:11]([CH:14]=[CH2:17])[CH:12]=2)[NH:7][CH:6]=1. The yield is 0.880.